This data is from NCI-60 drug combinations with 297,098 pairs across 59 cell lines. The task is: Regression. Given two drug SMILES strings and cell line genomic features, predict the synergy score measuring deviation from expected non-interaction effect. (1) Synergy scores: CSS=13.8, Synergy_ZIP=-5.89, Synergy_Bliss=-2.20, Synergy_Loewe=-5.76, Synergy_HSA=-0.351. Drug 2: C(CC(=O)O)C(=O)CN.Cl. Drug 1: C1=CN(C(=O)N=C1N)C2C(C(C(O2)CO)O)O.Cl. Cell line: EKVX. (2) Drug 1: CCCCCOC(=O)NC1=NC(=O)N(C=C1F)C2C(C(C(O2)C)O)O. Drug 2: C1CC(=O)NC(=O)C1N2C(=O)C3=CC=CC=C3C2=O. Cell line: HT29. Synergy scores: CSS=-0.723, Synergy_ZIP=2.42, Synergy_Bliss=2.79, Synergy_Loewe=-3.53, Synergy_HSA=-2.55. (3) Drug 1: C1=CC(=CC=C1CC(C(=O)O)N)N(CCCl)CCCl.Cl. Drug 2: CC(C1=C(C=CC(=C1Cl)F)Cl)OC2=C(N=CC(=C2)C3=CN(N=C3)C4CCNCC4)N. Cell line: NCI-H460. Synergy scores: CSS=12.0, Synergy_ZIP=-10.7, Synergy_Bliss=-2.41, Synergy_Loewe=-7.60, Synergy_HSA=-2.93. (4) Drug 1: CCCCCOC(=O)NC1=NC(=O)N(C=C1F)C2C(C(C(O2)C)O)O. Drug 2: CCC1=C2CN3C(=CC4=C(C3=O)COC(=O)C4(CC)O)C2=NC5=C1C=C(C=C5)O. Cell line: HCT116. Synergy scores: CSS=51.5, Synergy_ZIP=-0.710, Synergy_Bliss=-0.439, Synergy_Loewe=-68.2, Synergy_HSA=-0.0712. (5) Drug 1: CN1C(=O)N2C=NC(=C2N=N1)C(=O)N. Drug 2: CCN(CC)CCNC(=O)C1=C(NC(=C1C)C=C2C3=C(C=CC(=C3)F)NC2=O)C. Cell line: LOX IMVI. Synergy scores: CSS=-0.228, Synergy_ZIP=1.18, Synergy_Bliss=-1.05, Synergy_Loewe=-45.3, Synergy_HSA=-6.59. (6) Drug 1: C1=NC2=C(N=C(N=C2N1C3C(C(C(O3)CO)O)O)F)N. Drug 2: CCCCCOC(=O)NC1=NC(=O)N(C=C1F)C2C(C(C(O2)C)O)O. Cell line: RXF 393. Synergy scores: CSS=-2.13, Synergy_ZIP=1.45, Synergy_Bliss=2.06, Synergy_Loewe=-2.78, Synergy_HSA=-2.61.